From a dataset of Forward reaction prediction with 1.9M reactions from USPTO patents (1976-2016). Predict the product of the given reaction. (1) Given the reactants [C:1]([O:5][C:6](=[O:20])[C:7]([CH3:19])([S:9][C:10]1[CH:18]=[CH:17][C:13]([C:14]([OH:16])=[O:15])=[CH:12][CH:11]=1)[CH3:8])([CH3:4])([CH3:3])[CH3:2].[CH3:21][O:22][C:23]1[CH:36]=[CH:35][C:26]([CH2:27][N:28]2[CH:32]=[C:31]([CH2:33]O)[N:30]=[N:29]2)=[CH:25][CH:24]=1.C1(N=C=NC2CCCCC2)CCCCC1, predict the reaction product. The product is: [C:1]([O:5][C:6](=[O:20])[C:7]([CH3:8])([S:9][C:10]1[CH:11]=[CH:12][C:13]([C:14]([O:16][CH2:33][C:31]2[N:30]=[N:29][N:28]([CH2:27][C:26]3[CH:35]=[CH:36][C:23]([O:22][CH3:21])=[CH:24][CH:25]=3)[CH:32]=2)=[O:15])=[CH:17][CH:18]=1)[CH3:19])([CH3:2])([CH3:3])[CH3:4]. (2) Given the reactants [Br:1][C:2]1[CH:10]=[CH:9][C:8]([CH3:11])=[CH:7][C:3]=1[C:4](O)=[O:5].C(Cl)(=O)C([Cl:15])=O, predict the reaction product. The product is: [Br:1][C:2]1[CH:10]=[CH:9][C:8]([CH3:11])=[CH:7][C:3]=1[C:4]([Cl:15])=[O:5].